Predict the reactants needed to synthesize the given product. From a dataset of Full USPTO retrosynthesis dataset with 1.9M reactions from patents (1976-2016). (1) Given the product [OH:6][C@@H:5]([CH2:4][OH:3])[CH2:7][CH2:8][N:9]1[C:14](=[O:15])[CH:13]=[N:12][C:11]2[CH:16]=[CH:17][C:18]([O:20][CH3:21])=[N:19][C:10]1=2, predict the reactants needed to synthesize it. The reactants are: CC1(C)[O:6][C@H:5]([CH2:7][CH2:8][N:9]2[C:14](=[O:15])[CH:13]=[N:12][C:11]3[CH:16]=[CH:17][C:18]([O:20][CH3:21])=[N:19][C:10]2=3)[CH2:4][O:3]1.Cl. (2) Given the product [Br:29][C:25]1[CH:26]=[C:27]([CH3:28])[C:22]([N:11]2[C:8]3=[N:9][C:10]4[C:2]([Cl:1])=[CH:3][CH:4]=[C:5]([CH:16]([CH2:19][CH3:20])[CH2:17][CH3:18])[C:6]=4[N:7]3[CH2:15][CH2:14][CH2:13][CH2:12]2)=[N:23][CH:24]=1.[Br:21][C:22]1[N:23]=[CH:24][C:25]([N:11]2[C:8]3=[N:9][C:10]4[C:2]([Cl:1])=[CH:3][CH:4]=[C:5]([CH:16]([CH2:19][CH3:20])[CH2:17][CH3:18])[C:6]=4[N:7]3[CH2:15][CH2:14][CH2:13][CH2:12]2)=[CH:26][C:27]=1[CH3:28], predict the reactants needed to synthesize it. The reactants are: [Cl:1][C:2]1[C:10]2[N:9]=[C:8]3[NH:11][CH2:12][CH2:13][CH2:14][CH2:15][N:7]3[C:6]=2[C:5]([CH:16]([CH2:19][CH3:20])[CH2:17][CH3:18])=[CH:4][CH:3]=1.[Br:21][C:22]1[C:27]([CH3:28])=[CH:26][C:25]([Br:29])=[CH:24][N:23]=1.N1C=CC=CC=1C1C=CC=CN=1.C(=O)([O-])[O-].[Cs+].[Cs+]. (3) Given the product [CH3:11][O:10][C:5]1[CH:6]=[CH:7][CH:8]=[CH:9][C:4]=1[CH2:3][CH2:2][C:15]([C:17]1[S:24][C:23]([CH3:25])=[C:22]2[C:18]=1[CH2:19][C@H:20]1[C:26]([CH3:28])([CH3:27])[C@H:21]12)=[O:16], predict the reactants needed to synthesize it. The reactants are: Br[CH2:2][CH2:3][C:4]1[CH:9]=[CH:8][CH:7]=[CH:6][C:5]=1[O:10][CH3:11].CON(C)[C:15]([C:17]1[S:24][C:23]([CH3:25])=[C:22]2[C:18]=1[CH2:19][C@H:20]1[C:26]([CH3:28])([CH3:27])[C@H:21]12)=[O:16]. (4) Given the product [O:27]1[C:23]2[CH:22]=[CH:21][C:20]([C:18](=[O:19])[CH2:17][CH2:16][C:15]([NH:14][C:4]3[CH:3]=[C:2]([C:67]4[CH:66]=[C:65]([CH2:64][CH2:63][C:74]([O:76][CH3:30])=[O:75])[CH:70]=[CH:69][CH:68]=4)[CH:7]=[C:6]([C:8]4[CH:13]=[CH:12][CH:11]=[CH:10][CH:9]=4)[N:5]=3)=[O:29])=[CH:28][C:24]=2[CH2:25][CH2:26]1, predict the reactants needed to synthesize it. The reactants are: Cl[C:2]1[CH:7]=[C:6]([C:8]2[CH:13]=[CH:12][CH:11]=[CH:10][CH:9]=2)[N:5]=[C:4]([NH:14][C:15](=[O:29])[CH2:16][CH2:17][C:18]([C:20]2[CH:21]=[CH:22][C:23]3[O:27][CH2:26][CH2:25][C:24]=3[CH:28]=2)=[O:19])[CH:3]=1.[C:30]1(C2C=CC=CC=2)C=CC=CC=1P(C1CCCCC1)C1CCCCC1.C(=O)([O-])[O-].[K+].[K+].CO[CH:63]([C:74]([OH:76])=[O:75])[CH2:64][C:65]1[CH:66]=[C:67](B(O)O)[CH:68]=[CH:69][CH:70]=1. (5) Given the product [C:1]([O:5][C:6]([CH:8]1[CH2:13][CH2:12][C:11]([C:14]2[C:22]3[C:17](=[CH:18][C:19]([C:23]([OH:25])=[O:24])=[CH:20][CH:21]=3)[N:16]([C:27](=[O:39])[C:28]3[C:33]([C:34]([F:37])([F:35])[F:36])=[CH:32][CH:31]=[CH:30][C:29]=3[Cl:38])[N:15]=2)=[CH:10][CH2:9]1)=[O:7])([CH3:4])([CH3:2])[CH3:3], predict the reactants needed to synthesize it. The reactants are: [C:1]([O:5][C:6]([CH:8]1[CH2:13][CH2:12][C:11]([C:14]2[C:22]3[C:17](=[CH:18][C:19]([C:23]([O:25]C)=[O:24])=[CH:20][CH:21]=3)[N:16]([C:27](=[O:39])[C:28]3[C:33]([C:34]([F:37])([F:36])[F:35])=[CH:32][CH:31]=[CH:30][C:29]=3[Cl:38])[N:15]=2)=[CH:10][CH2:9]1)=[O:7])([CH3:4])([CH3:3])[CH3:2].CO.[Li+].[OH-].Cl.